Predict the reactants needed to synthesize the given product. From a dataset of Full USPTO retrosynthesis dataset with 1.9M reactions from patents (1976-2016). (1) Given the product [C:16]1([O:22][C:28]([N:13]2[CH2:14][CH2:15][C:10]3[NH:9][N:8]=[C:7]([C:1]4[CH:2]=[CH:3][CH:4]=[CH:5][CH:6]=4)[C:11]=3[CH2:12]2)=[O:29])[CH:21]=[CH:20][CH:19]=[CH:18][CH:17]=1, predict the reactants needed to synthesize it. The reactants are: [C:1]1([C:7]2[C:11]3[CH2:12][NH:13][CH2:14][CH2:15][C:10]=3[NH:9][N:8]=2)[CH:6]=[CH:5][CH:4]=[CH:3][CH:2]=1.[C:16]1([OH:22])[CH:21]=[CH:20][CH:19]=[CH:18][CH:17]=1.C1N=CN([C:28](N2C=NC=C2)=[O:29])C=1.O. (2) Given the product [CH3:26][C:23]1([CH3:25])[C:22]2[C:21]3[CH:20]=[CH:19][CH:18]=[CH:17][C:16]=3[NH:15][C:14]=2[C:13]([C:27]([O:29][CH:30]([CH3:32])[CH3:31])=[O:28])=[CH:12][N:11]([C:9]([C:5]2[CH:6]=[CH:7][CH:8]=[C:3]([CH2:2][N:55]3[CH2:56][CH2:57][N:52]([S:49]([C:43]4[CH:48]=[CH:47][CH:46]=[CH:45][CH:44]=4)(=[O:51])=[O:50])[CH2:53][CH2:54]3)[CH:4]=2)=[O:10])[CH2:24]1, predict the reactants needed to synthesize it. The reactants are: Cl[CH2:2][C:3]1[CH:4]=[C:5]([C:9]([N:11]2[CH2:24][C:23]([CH3:26])([CH3:25])[C:22]3[C:21]4[CH:20]=[CH:19][CH:18]=[CH:17][C:16]=4[NH:15][C:14]=3[C:13]([C:27]([O:29][CH:30]([CH3:32])[CH3:31])=[O:28])=[CH:12]2)=[O:10])[CH:6]=[CH:7][CH:8]=1.CCN(C(C)C)C(C)C.Cl.[C:43]1([S:49]([N:52]2[CH2:57][CH2:56][NH:55][CH2:54][CH2:53]2)(=[O:51])=[O:50])[CH:48]=[CH:47][CH:46]=[CH:45][CH:44]=1. (3) Given the product [Br:17][C:18]1[CH:19]=[CH:20][C:21]([C:24]([CH2:25][CH2:26][Cl:27])=[C:8]([C:10]2[CH:15]=[CH:14][C:13]([OH:16])=[CH:12][CH:11]=2)[C:5]2[CH:6]=[CH:7][C:2]([OH:1])=[CH:3][CH:4]=2)=[CH:22][CH:23]=1, predict the reactants needed to synthesize it. The reactants are: [OH:1][C:2]1[CH:7]=[CH:6][C:5]([C:8]([C:10]2[CH:15]=[CH:14][C:13]([OH:16])=[CH:12][CH:11]=2)=O)=[CH:4][CH:3]=1.[Br:17][C:18]1[CH:23]=[CH:22][C:21]([C:24](=O)[CH2:25][CH2:26][Cl:27])=[CH:20][CH:19]=1. (4) Given the product [N:16]1([CH2:21][C:22]2[CH:27]=[CH:26][C:25]([CH2:28][CH2:29][NH:30][C:7]([CH:4]3[CH2:3][CH2:2][CH:1]([CH:10]4[CH2:15][CH2:14][CH2:13][CH2:12][CH2:11]4)[CH2:6][CH2:5]3)=[O:9])=[CH:24][CH:23]=2)[CH2:20][CH2:19][CH2:18][CH2:17]1, predict the reactants needed to synthesize it. The reactants are: [CH:1]1([CH:10]2[CH2:15][CH2:14][CH2:13][CH2:12][CH2:11]2)[CH2:6][CH2:5][CH:4]([C:7]([OH:9])=O)[CH2:3][CH2:2]1.[N:16]1([CH2:21][C:22]2[CH:27]=[CH:26][C:25]([CH2:28][CH2:29][NH2:30])=[CH:24][CH:23]=2)[CH2:20][CH2:19][CH2:18][CH2:17]1. (5) Given the product [Cl:9][C:13]1[CH:18]=[C:17]([CH3:19])[NH:16][C:15](=[O:20])[C:14]=1[C:21]#[N:22], predict the reactants needed to synthesize it. The reactants are: P(Cl)(Cl)(Cl)(Cl)Cl.O=P(Cl)(Cl)[Cl:9].O[C:13]1[CH:18]=[C:17]([CH3:19])[NH:16][C:15](=[O:20])[C:14]=1[C:21]#[N:22].